Predict which catalyst facilitates the given reaction. From a dataset of Catalyst prediction with 721,799 reactions and 888 catalyst types from USPTO. Reactant: [F:1][C:2]1[CH:9]=[C:8]([F:10])[CH:7]=[CH:6][C:3]=1[CH:4]=O.[CH:11]([CH:13]=P(C1C=CC=CC=1)(C1C=CC=CC=1)C1C=CC=CC=1)=[O:12]. Product: [F:1][C:2]1[CH:9]=[C:8]([F:10])[CH:7]=[CH:6][C:3]=1/[CH:4]=[CH:13]\[CH:11]=[O:12]. The catalyst class is: 11.